From a dataset of Forward reaction prediction with 1.9M reactions from USPTO patents (1976-2016). Predict the product of the given reaction. (1) Given the reactants [CH2:1]([O:3][C:4]([CH:6]1[CH2:11][CH2:10][C:9](=[O:12])[CH2:8][CH2:7]1)=[O:5])[CH3:2].[CH2:13](Br)[CH:14]=[CH2:15], predict the reaction product. The product is: [CH2:1]([O:3][C:4]([CH:6]1[CH2:11][CH2:10][C:9]([CH2:15][CH:14]=[CH2:13])([OH:12])[CH2:8][CH2:7]1)=[O:5])[CH3:2]. (2) Given the reactants [CH3:1][O:2][C:3]1[C:4](=[O:29])[C:5]([CH3:28])=[C:6]([CH2:12][C:13]2[CH:14]=[CH:15][C:16]([C:22]3[CH:27]=[CH:26][CH:25]=[CH:24][CH:23]=3)=[C:17]([CH:21]=2)[C:18](O)=[O:19])[C:7](=[O:11])[C:8]=1[O:9][CH3:10].[NH:30]1[CH2:35][CH2:34][CH2:33][CH2:32][CH2:31]1.CCN=C=NCCCN(C)C.Cl, predict the reaction product. The product is: [CH3:1][O:2][C:3]1[C:4](=[O:29])[C:5]([CH3:28])=[C:6]([CH2:12][C:13]2[CH:14]=[CH:15][C:16]([C:22]3[CH:23]=[CH:24][CH:25]=[CH:26][CH:27]=3)=[C:17]([CH:21]=2)[C:18]([N:30]2[CH2:35][CH2:34][CH2:33][CH2:32][CH2:31]2)=[O:19])[C:7](=[O:11])[C:8]=1[O:9][CH3:10].